Dataset: Forward reaction prediction with 1.9M reactions from USPTO patents (1976-2016). Task: Predict the product of the given reaction. Given the reactants [CH2:1]([CH:3]([C:6]1[C:7]2[N:8]([C:16](I)=[C:17]([CH3:19])[N:18]=2)[N:9]=[C:10]([C:12]([F:15])([F:14])[F:13])[CH:11]=1)[CH2:4][CH3:5])[CH3:2].[CH2:21]([CH:23]([C:26]1[C:27]2[N:28]([CH:33]=[C:34]([CH3:36])[N:35]=2)[N:29]=[C:30]([CH3:32])[CH:31]=1)[CH2:24][CH3:25])[CH3:22], predict the reaction product. The product is: [CH2:21]([CH:23]([C:26]1[C:27]2[N:28]([C:33]([C:16]3[N:8]4[N:9]=[C:10]([C:12]([F:15])([F:14])[F:13])[CH:11]=[C:6]([CH:3]([CH2:4][CH3:5])[CH2:1][CH3:2])[C:7]4=[N:18][C:17]=3[CH3:19])=[C:34]([CH3:36])[N:35]=2)[N:29]=[C:30]([CH3:32])[CH:31]=1)[CH2:24][CH3:25])[CH3:22].